Task: Predict the reactants needed to synthesize the given product.. Dataset: Full USPTO retrosynthesis dataset with 1.9M reactions from patents (1976-2016) (1) The reactants are: [CH:1]1([C:4]2[NH:5][C:6]([NH2:9])=[N:7][N:8]=2)[CH2:3][CH2:2]1.[C:10]([C:12]1[CH:17]=[CH:16][CH:15]=[CH:14][C:13]=1[C:18]1[CH:23]=[CH:22][C:21]([CH2:24][CH:25]([C:31](=O)[CH2:32][CH2:33][CH3:34])[C:26](OCC)=[O:27])=[CH:20][CH:19]=1)#[N:11]. Given the product [CH:1]1([C:4]2[N:5]=[C:6]3[NH:9][C:26](=[O:27])[C:25]([CH2:24][C:21]4[CH:22]=[CH:23][C:18]([C:13]5[C:12]([C:10]#[N:11])=[CH:17][CH:16]=[CH:15][CH:14]=5)=[CH:19][CH:20]=4)=[C:31]([CH2:32][CH2:33][CH3:34])[N:7]3[N:8]=2)[CH2:3][CH2:2]1, predict the reactants needed to synthesize it. (2) Given the product [Cl:1][C:2]1[C:3]([CH3:30])=[C:4]([CH:28]2[CH2:29][O:39]2)[C:5]([O:26][CH3:27])=[C:6]([CH:8]([NH:10][C:11]2[N:19]=[CH:18][N:17]=[C:16]3[C:12]=2[N:13]=[CH:14][N:15]3[CH:20]2[CH2:25][CH2:24][CH2:23][CH2:22][O:21]2)[CH3:9])[CH:7]=1, predict the reactants needed to synthesize it. The reactants are: [Cl:1][C:2]1[C:3]([CH3:30])=[C:4]([CH:28]=[CH2:29])[C:5]([O:26][CH3:27])=[C:6]([CH:8]([NH:10][C:11]2[N:19]=[CH:18][N:17]=[C:16]3[C:12]=2[N:13]=[CH:14][N:15]3[CH:20]2[CH2:25][CH2:24][CH2:23][CH2:22][O:21]2)[CH3:9])[CH:7]=1.ClC1C=CC=C(C(OO)=[O:39])C=1. (3) Given the product [C:1]([O:5][C:6](=[O:20])[NH:7][C:8]([C:12]1[CH:17]=[C:16]([Br:18])[CH:15]=[CH:14][C:13]=1[F:19])([CH2:35][N+:32]([O-:34])=[O:33])[CH:9]([F:10])[F:11])([CH3:4])([CH3:2])[CH3:3], predict the reactants needed to synthesize it. The reactants are: [C:1]([O:5][C:6](=[O:20])/[N:7]=[C:8](/[C:12]1[CH:17]=[C:16]([Br:18])[CH:15]=[CH:14][C:13]=1[F:19])\[CH:9]([F:11])[F:10])([CH3:4])([CH3:3])[CH3:2].C1CCN2C(=NCCC2)CC1.[N+:32]([CH3:35])([O-:34])=[O:33]. (4) Given the product [CH2:1]([O:9][CH2:13][CH2:12][C:11]([O:15][C:16]([CH3:19])([CH3:18])[CH3:17])=[O:14])[CH2:2][CH2:3][CH2:4][CH2:5][CH2:6][CH2:7][CH3:8], predict the reactants needed to synthesize it. The reactants are: [CH2:1]([OH:9])[CH2:2][CH2:3][CH2:4][CH2:5][CH2:6][CH2:7][CH3:8].[Na].[C:11]([O:15][C:16]([CH3:19])([CH3:18])[CH3:17])(=[O:14])[CH:12]=[CH2:13].Cl. (5) Given the product [OH:8][C@@H:1]([C:2]1[CH:3]=[CH:4][CH:5]=[CH:6][CH:7]=1)[C@@H:9]1[CH2:14][CH2:13][CH2:12][N:11]([C:15]([O:17][C:18]([CH3:19])([CH3:20])[CH3:21])=[O:16])[CH2:10]1, predict the reactants needed to synthesize it. The reactants are: [C:1]([C@@H:9]1[CH2:14][CH2:13][CH2:12][N:11]([C:15]([O:17][C:18]([CH3:21])([CH3:20])[CH3:19])=[O:16])[CH2:10]1)(=[O:8])[C:2]1[CH:7]=[CH:6][CH:5]=[CH:4][CH:3]=1.[B]1OC2C(=CC=CC=2)O1.O. (6) Given the product [Si:16]([O:23][CH2:24][C@H:25]([NH:26][S@:27]([C:29]([CH3:32])([CH3:31])[CH3:30])=[O:28])[C:8]1[CH:13]=[CH:12][C:11]([F:14])=[CH:10][C:9]=1[F:15])([C:19]([CH3:22])([CH3:21])[CH3:20])([CH3:18])[CH3:17], predict the reactants needed to synthesize it. The reactants are: [Mg].C([Mg]Cl)(C)C.Br[C:8]1[CH:13]=[CH:12][C:11]([F:14])=[CH:10][C:9]=1[F:15].[Si:16]([O:23][CH2:24]/[CH:25]=[N:26]/[S@:27]([C:29]([CH3:32])([CH3:31])[CH3:30])=[O:28])([C:19]([CH3:22])([CH3:21])[CH3:20])([CH3:18])[CH3:17]. (7) Given the product [F:1][C:2]1[CH:31]=[CH:30][CH:29]=[CH:28][C:3]=1[CH2:4][NH:5][C:6]1[C:11]([C:12]([NH2:14])=[O:13])=[CH:10][N:9]=[C:8]([NH:15][C:16]2[CH:17]=[CH:18][C:19]([CH:22]3[CH2:27][CH2:26][N:25]([CH:36]([CH3:38])[CH3:37])[CH2:24][CH2:23]3)=[CH:20][CH:21]=2)[CH:7]=1.[ClH:32], predict the reactants needed to synthesize it. The reactants are: [F:1][C:2]1[CH:31]=[CH:30][CH:29]=[CH:28][C:3]=1[CH2:4][NH:5][C:6]1[C:11]([C:12]([NH2:14])=[O:13])=[CH:10][N:9]=[C:8]([NH:15][C:16]2[CH:21]=[CH:20][C:19]([CH:22]3[CH2:27][CH2:26][NH:25][CH2:24][CH2:23]3)=[CH:18][CH:17]=2)[CH:7]=1.[ClH:32].CCN(C(C)C)[CH:36]([CH3:38])[CH3:37].CC(C)=O. (8) Given the product [CH2:9]([O:11][C:12]([C:14]1([CH2:32][C:31]2[CH:34]=[CH:35][C:28]([F:27])=[CH:29][CH:30]=2)[CH2:19][CH2:18][N:17]([C:20]([O:22][C:23]([CH3:25])([CH3:24])[CH3:26])=[O:21])[CH2:16][CH2:15]1)=[O:13])[CH3:10], predict the reactants needed to synthesize it. The reactants are: C([N-]C(C)C)(C)C.[Li+].[CH2:9]([O:11][C:12]([CH:14]1[CH2:19][CH2:18][N:17]([C:20]([O:22][C:23]([CH3:26])([CH3:25])[CH3:24])=[O:21])[CH2:16][CH2:15]1)=[O:13])[CH3:10].[F:27][C:28]1[CH:35]=[CH:34][C:31]([CH2:32]Br)=[CH:30][CH:29]=1.